Predict the product of the given reaction. From a dataset of Forward reaction prediction with 1.9M reactions from USPTO patents (1976-2016). (1) The product is: [CH3:1][C:2]1[CH:7]=[CH:6][C:5]([S:8]([O:11][CH2:12][CH:13]2[CH2:17][C:16]3[CH:18]=[CH:19][CH:20]=[C:21]([C:28]4[CH:27]=[CH:26][C:25]([O:24][CH3:23])=[CH:30][C:29]=4[O:31][CH3:32])[C:15]=3[O:14]2)(=[O:10])=[O:9])=[CH:4][CH:3]=1. Given the reactants [CH3:1][C:2]1[CH:7]=[CH:6][C:5]([S:8]([O:11][CH2:12][CH:13]2[CH2:17][C:16]3[CH:18]=[CH:19][CH:20]=[C:21](Br)[C:15]=3[O:14]2)(=[O:10])=[O:9])=[CH:4][CH:3]=1.[CH3:23][O:24][C:25]1[CH:30]=[C:29]([O:31][CH3:32])[CH:28]=[CH:27][C:26]=1B(O)O.C(=O)([O-])[O-].[K+].[K+].CC1C=CC(S(OCC2CC3C(C4C=CC=CC=4)=CC=CC=3O2)(=O)=O)=CC=1, predict the reaction product. (2) Given the reactants [OH:1][C:2]1[CH:3]=[C:4]2[C:9](=[CH:10][CH:11]=1)[N:8]=[C:7]([CH2:12][CH:13]([CH3:15])[CH3:14])[C:6]([CH2:16][NH:17][C:18](=[O:24])[O:19][C:20]([CH3:23])([CH3:22])[CH3:21])=[C:5]2[C:25]1[CH:30]=[CH:29][C:28]([CH3:31])=[CH:27][CH:26]=1.Br[CH2:33][CH2:34][CH2:35][C:36]([O:38][CH2:39][CH3:40])=[O:37].[C:41](=O)([O-])[O-].[K+].[K+].CN(C)C=O, predict the reaction product. The product is: [C:20]([O:19][C:18]([NH:17][CH2:16][C:6]1[C:7]([CH2:12][CH:13]([CH3:15])[CH3:14])=[N:8][C:9]2[C:4]([C:5]=1[C:25]1[CH:26]=[CH:27][C:28]([CH2:31][CH3:41])=[CH:29][CH:30]=1)=[CH:3][C:2]([O:1][CH2:33][CH2:34][CH2:35][C:36]([O:38][CH2:39][CH3:40])=[O:37])=[CH:11][CH:10]=2)=[O:24])([CH3:23])([CH3:21])[CH3:22]. (3) Given the reactants [Cl:1][C:2]1[CH:3]=[C:4]([C:9]2([C:15]([N:17]([CH2:19][CH3:20])[CH3:18])=O)[CH2:14][CH2:13][CH2:12][CH2:11][CH2:10]2)[CH:5]=[CH:6][C:7]=1[Cl:8].Cl, predict the reaction product. The product is: [Cl:1][C:2]1[CH:3]=[C:4]([C:9]2([CH2:15][N:17]([CH3:18])[CH2:19][CH3:20])[CH2:14][CH2:13][CH2:12][CH2:11][CH2:10]2)[CH:5]=[CH:6][C:7]=1[Cl:8]. (4) Given the reactants [Br:1][C:2]1[N:3]=[C:4]([C@@H:12]2[O:17][CH2:16][C@H:15]([CH2:18][O:19][Si:20]([C:33]([CH3:36])([CH3:35])[CH3:34])([C:27]3[CH:32]=[CH:31][CH:30]=[CH:29][CH:28]=3)[C:21]3[CH:26]=[CH:25][CH:24]=[CH:23][CH:22]=3)[N:14]([C:37]([O:39][C:40]([CH3:43])([CH3:42])[CH3:41])=[O:38])[CH2:13]2)[N:5]2[CH:10]=[CH:9][N:8]=[C:7](Cl)[C:6]=12.[CH3:44][O:45][C:46]1[CH:51]=[C:50]([O:52][CH3:53])[CH:49]=[CH:48][C:47]=1[CH2:54][NH2:55].C(N(C(C)C)C(C)C)C, predict the reaction product. The product is: [Br:1][C:2]1[N:3]=[C:4]([C@@H:12]2[O:17][CH2:16][C@H:15]([CH2:18][O:19][Si:20]([C:33]([CH3:36])([CH3:35])[CH3:34])([C:27]3[CH:32]=[CH:31][CH:30]=[CH:29][CH:28]=3)[C:21]3[CH:26]=[CH:25][CH:24]=[CH:23][CH:22]=3)[N:14]([C:37]([O:39][C:40]([CH3:43])([CH3:42])[CH3:41])=[O:38])[CH2:13]2)[N:5]2[CH:10]=[CH:9][N:8]=[C:7]([NH:55][CH2:54][C:47]3[CH:48]=[CH:49][C:50]([O:52][CH3:53])=[CH:51][C:46]=3[O:45][CH3:44])[C:6]=12. (5) Given the reactants [CH3:1][C:2]([CH3:22])([CH3:21])[CH2:3][CH2:4][C@H:5]1[CH2:10][C@H:9]([C:11]2[O:15][NH:14][C:13](=[O:16])[CH:12]=2)[CH2:8][CH2:7][N:6]1[C:17]([O:19][CH3:20])=[O:18].CCCCCCC.CC(O)C, predict the reaction product. The product is: [CH3:1][C:2]([CH3:22])([CH3:21])[CH2:3][CH2:4][C@@H:5]1[CH2:10][C@@H:9]([C:11]2[O:15][NH:14][C:13](=[O:16])[CH:12]=2)[CH2:8][CH2:7][N:6]1[C:17]([O:19][CH3:20])=[O:18]. (6) Given the reactants [CH:14]1[CH:19]=[CH:18][C:17](P([C:14]2[CH:19]=[CH:18][CH:17]=[CH:16][CH:15]=2)[C:14]2[CH:19]=[CH:18][CH:17]=[CH:16][CH:15]=2)=[CH:16][CH:15]=1.CCOC(/N=N/C(OCC)=O)=O.[CH3:32][C:33]([Si:36]([CH3:53])([CH3:52])[O:37][C@@H:38]1[CH2:42][N:41]([C:43]([O:45][C:46]([CH3:49])([CH3:48])[CH3:47])=[O:44])[C@@H:40]([CH2:50][OH:51])[CH2:39]1)([CH3:35])[CH3:34].C1(O)C=CC=CC=1, predict the reaction product. The product is: [CH3:35][C:33]([Si:36]([CH3:53])([CH3:52])[O:37][C@@H:38]1[CH2:42][N:41]([C:43]([O:45][C:46]([CH3:48])([CH3:47])[CH3:49])=[O:44])[C@@H:40]([CH2:50][O:51][C:14]2[CH:15]=[CH:16][CH:17]=[CH:18][CH:19]=2)[CH2:39]1)([CH3:32])[CH3:34]. (7) The product is: [CH:20]([N:24]1[CH2:4][C:3]([C:7]2[CH:12]=[CH:11][C:10]([F:13])=[C:9]([F:14])[CH:8]=2)([OH:6])[CH2:2]1)([CH2:22][CH3:23])[CH3:21]. Given the reactants Cl[CH2:2][C:3]([C:7]1[CH:12]=[CH:11][C:10]([F:13])=[C:9]([F:14])[CH:8]=1)([OH:6])[CH2:4]Cl.C(=O)(O)[O-].[Na+].[CH:20]([NH2:24])([CH2:22][CH3:23])[CH3:21], predict the reaction product.